This data is from Forward reaction prediction with 1.9M reactions from USPTO patents (1976-2016). The task is: Predict the product of the given reaction. (1) Given the reactants Cl[C:2]1[N:34]=[C:5]2[C:6]([C:24]3[CH:29]=[CH:28][CH:27]=[C:26]([C:30]([F:33])([F:32])[F:31])[CH:25]=3)=[C:7]([CH3:23])[C:8]([C:10]3[N:14]([C:15]4[CH:22]=[CH:21][C:18]([C:19]#[N:20])=[CH:17][CH:16]=4)[N:13]=[CH:12][CH:11]=3)=[CH:9][N:4]2[N:3]=1.[CH3:35][N:36]([CH3:41])[CH2:37][CH2:38][CH2:39][NH2:40].C(N(CC)CC)C, predict the reaction product. The product is: [CH3:35][N:36]([CH3:41])[CH2:37][CH2:38][CH2:39][NH:40][C:2]1[N:34]=[C:5]2[C:6]([C:24]3[CH:29]=[CH:28][CH:27]=[C:26]([C:30]([F:33])([F:32])[F:31])[CH:25]=3)=[C:7]([CH3:23])[C:8]([C:10]3[N:14]([C:15]4[CH:22]=[CH:21][C:18]([C:19]#[N:20])=[CH:17][CH:16]=4)[N:13]=[CH:12][CH:11]=3)=[CH:9][N:4]2[N:3]=1. (2) Given the reactants [C:1]1([CH:7]([C:53]2[CH:58]=[CH:57][CH:56]=[CH:55][CH:54]=2)[CH2:8][CH2:9][N:10]2[CH:15]=[CH:14][CH:13]=[C:12]([C:16]([NH:18][C@@H:19]([CH2:27][CH2:28][CH2:29][NH:30][C:31]([NH:33]S(C3C(C)=C4C(=C(C)C=3C)OC(C)(C)CC4)(=O)=O)=[NH:32])[C:20]([O:22]C(C)(C)C)=[O:21])=[O:17])[C:11]2=[O:52])[CH:6]=[CH:5][CH:4]=[CH:3][CH:2]=1.[C:59]([OH:65])([C:61]([F:64])([F:63])[F:62])=[O:60].C([SiH](CC)CC)C, predict the reaction product. The product is: [NH:30]([CH2:29][CH2:28][CH2:27][C@H:19]([NH:18][C:16]([C:12]1[C:11](=[O:52])[N:10]([CH2:9][CH2:8][CH:7]([C:1]2[CH:2]=[CH:3][CH:4]=[CH:5][CH:6]=2)[C:53]2[CH:58]=[CH:57][CH:56]=[CH:55][CH:54]=2)[CH:15]=[CH:14][CH:13]=1)=[O:17])[C:20]([OH:22])=[O:21])[C:31]([NH2:33])=[NH:32].[C:59]([OH:65])([C:61]([F:64])([F:63])[F:62])=[O:60]. (3) The product is: [CH2:1]([N:3]1[C:7]([NH2:8])=[CH:6][C:5]([CH2:15][C:16](=[O:22])[N:17]2[CH2:18][CH2:19][CH2:20][CH2:21]2)=[N:4]1)[CH3:2]. Given the reactants [CH2:1]([N:3]1[C:7]([NH:8]C(=O)C(F)(F)F)=[CH:6][C:5]([CH2:15][C:16](=[O:22])[N:17]2[CH2:21][CH2:20][CH2:19][CH2:18]2)=[N:4]1)[CH3:2].Cl, predict the reaction product. (4) Given the reactants [Li+].[OH-].C[O:4][C:5]([C:7]1[CH:20]=[C:19]2[C:10]([O:11][C:12]3[CH:17]([NH:18]2)[NH:16][C:15](=[O:21])[N:14]([CH:22]2[CH2:27][CH2:26][N:25]([CH2:28][CH2:29][CH2:30][NH:31][C:32]([O:34][C:35]([CH3:38])([CH3:37])[CH3:36])=[O:33])[CH2:24][CH2:23]2)[CH:13]=3)=[CH:9][CH:8]=1)=[O:6], predict the reaction product. The product is: [C:35]([O:34][C:32]([NH:31][CH2:30][CH2:29][CH2:28][N:25]1[CH2:24][CH2:23][CH:22]([N:14]2[CH:13]=[C:12]3[C:17]([NH:18][C:19]4[C:10]([O:11]3)=[CH:9][CH:8]=[C:7]([C:5]([OH:6])=[O:4])[CH:20]=4)=[N:16][C:15]2=[O:21])[CH2:27][CH2:26]1)=[O:33])([CH3:38])([CH3:36])[CH3:37]. (5) Given the reactants N1C=CC=CC=1.[CH2:7]([S:19](Cl)(=[O:21])=[O:20])[CH2:8][CH2:9][CH2:10][CH2:11][CH2:12][CH2:13][CH2:14][CH2:15][CH2:16][CH2:17][CH3:18].[NH2:23][C:24]1[CH:25]=[C:26]([CH:38]=[CH:39][C:40]=1[O:41][CH3:42])[C:27]([NH:29][C:30]1[CH:35]=[CH:34][C:33]([Cl:36])=[C:32]([Cl:37])[CH:31]=1)=[O:28].Cl, predict the reaction product. The product is: [CH2:7]([S:19]([NH:23][C:24]1[CH:25]=[C:26]([CH:38]=[CH:39][C:40]=1[O:41][CH3:42])[C:27]([NH:29][C:30]1[CH:35]=[CH:34][C:33]([Cl:36])=[C:32]([Cl:37])[CH:31]=1)=[O:28])(=[O:21])=[O:20])[CH2:8][CH2:9][CH2:10][CH2:11][CH2:12][CH2:13][CH2:14][CH2:15][CH2:16][CH2:17][CH3:18].